Dataset: Experimentally validated miRNA-target interactions with 360,000+ pairs, plus equal number of negative samples. Task: Binary Classification. Given a miRNA mature sequence and a target amino acid sequence, predict their likelihood of interaction. (1) The miRNA is cel-miR-1019-3p with sequence CUGUAAUUCCACAUUGCUUUCCAG. The protein sequence of the target gene is MGERLFESAEGSQCGETFTQVPEDMLNKKTLPGVKSCESGTCGEIFMGYSSFNRNIRTDTGHQPHKCQKFLEKPYKHKQRRKALSHSHCFRTHERPHTREKPFDCKECEKSFISPASIRRYMVTHSGDGPYKCKFCGKALDCLSLYLTHERTHTGEKRYECKQCGKAFSWHSSVRIHERTHTGEKPYECKECGKSFNFSSSFRRHERTHTGEKPYKCKECGKAFNCPSSFHRHERTHTGEKPYECKLYGKALSRLISFRRHMRMHTGERPHKCKICGKAFYSPSSFQRHERSHTGEKPYK.... Result: 0 (no interaction). (2) The miRNA is hsa-miR-629-3p with sequence GUUCUCCCAACGUAAGCCCAGC. The protein sequence of the target gene is MWPQPYLPPHPMMLEESRQNKLAAAKKKLKEYQQRKSPGIPAGAKTKKKKTDSSPETTTSGGGHSPGDSQYQELAVALESSSVTINQLNENIESLKQQKKQVEHQLEEAKKTNNEIHKAQMEQLETINILTLEKADLKTTLYHTKRAARHFEEESKDLAGRLQYSLQRIQELERALSAVSTQQQEEDRSSSCREAVLQRRLQQTIKERALLNAHVTQVTESLKQVQLERDEYAKHIKGERARWQERMWKMSVEARTLKEEKKRDIHRIQELERSLSELKNQMAEPPSLAPPAVTSVVEQL.... Result: 0 (no interaction). (3) Result: 0 (no interaction). The miRNA is hsa-miR-519b-5p with sequence CUCUAGAGGGAAGCGCUUUCUG. The protein sequence of the target gene is MGLEALVPLAMIVAIFLLLVDLMHRHQRWAARYPPGPLPLPGLGNLLHVDFQNTPYCFDQLRRRFGDVFSLQLAWTPVVVLNGLAAVREAMVTRGEDTADRPPAPIYQVLGFGPRSQGVILSRYGPAWREQRRFSVSTLRNLGLGKKSLEQWVTEEAACLCAAFADQAGRPFRPNGLLDKAVSNVIASLTCGRRFEYDDPRFLRLLDLAQEGLKEESGFLREVLNAVPVLPHIPALAGKVLRFQKAFLTQLDELLTEHRMTWDPAQPPRDLTEAFLAKKEKAKGSPESSFNDENLRIVVG.... (4) The miRNA is hsa-miR-133a-5p with sequence AGCUGGUAAAAUGGAACCAAAU. The protein sequence of the target gene is MSSMWSEYTIGGVKIYFPYKAYPSQLAMMNSILRGLNSKQHCLLESPTGSGKSLALLCSALAWQQSLSGKPADEGVSEKAEVQLSCCCACHSKDFTNNDMNQGTSRHFNYPSTPPSERNGTSSTCQDSPEKTTLAAKLSAKKQASIYRDENDDFQVEKKRIRPLETTQQIRKRHCFGTEVHNLDAKVDSGKTVKLNSPLEKINSFSPQKPPGHCSRCCCSTKQGNSQESSNTIKKDHTGKSKIPKIYFGTRTHKQIAQITRELRRTAYSGVPMTILSSRDHTCVHPEVVGNFNRNEKCME.... Result: 0 (no interaction). (5) The protein sequence of the target gene is MHRRGVGAGAIAKKKLAEAKYKERGTVLAEDQLAQMSKQLDMFKTNLEEFASKHKQEIRKNPEFRVQFQDMCATIGVDPLASGKGFWSEMLGVGDFYYELGVQIIEVCLALKHRNGGLITLEELHQQVLKGRGKFAQDVSQDDLIRAIKKLKALGTGFGIIPVGGTYLIQSVPAELNMDHTVVLQLAEKNGYVTVSEIKASLKWETERARQVLEHLLKEGLAWLDLQAPGEAHYWLPALFTDLYSQEITAEEAREALP. Result: 0 (no interaction). The miRNA is hsa-miR-6808-5p with sequence CAGGCAGGGAGGUGGGACCAUG.